This data is from Full USPTO retrosynthesis dataset with 1.9M reactions from patents (1976-2016). The task is: Predict the reactants needed to synthesize the given product. (1) Given the product [CH3:14][N:15]([CH3:16])[CH2:17][CH2:18][O:1][C:2]1[CH:3]=[CH:4][C:5]([CH2:8][CH2:9][C:10]([O:12][CH3:13])=[O:11])=[CH:6][CH:7]=1, predict the reactants needed to synthesize it. The reactants are: [OH:1][C:2]1[CH:7]=[CH:6][C:5]([CH2:8][CH2:9][C:10]([O:12][CH3:13])=[O:11])=[CH:4][CH:3]=1.[CH3:14][N:15]([CH2:17][CH2:18]O)[CH3:16].C1(P(C2C=CC=CC=2)C2C=CC=CC=2)C=CC=CC=1.CC(OC(/N=N/C(OC(C)C)=O)=O)C. (2) Given the product [CH2:1]([C:5]1[N:6]=[C:7]([C:13]2[CH:18]=[CH:17][C:16]([C:19]([F:22])([F:21])[F:20])=[CH:15][CH:14]=2)[S:8][C:9]=1[CH2:10][C:11]([OH:26])=[O:23])[CH2:2][CH2:3][CH3:4], predict the reactants needed to synthesize it. The reactants are: [CH2:1]([C:5]1[N:6]=[C:7]([C:13]2[CH:18]=[CH:17][C:16]([C:19]([F:22])([F:21])[F:20])=[CH:15][CH:14]=2)[S:8][C:9]=1[CH2:10][C:11]#N)[CH2:2][CH2:3][CH3:4].[OH-:23].[Na+].Cl.[OH2:26]. (3) Given the product [O:4]=[C:3]1[NH:12][CH2:13][C:14]2([CH2:15][CH2:16][N:17]([C:20]([O:22][C:23]([CH3:24])([CH3:26])[CH3:25])=[O:21])[CH2:18][CH2:19]2)[O:27][CH2:2]1, predict the reactants needed to synthesize it. The reactants are: Cl[CH2:2][C:3](Cl)=[O:4].C(=O)([O-])[O-].[K+].[K+].[NH2:12][CH2:13][C:14]1([OH:27])[CH2:19][CH2:18][N:17]([C:20]([O:22][C:23]([CH3:26])([CH3:25])[CH3:24])=[O:21])[CH2:16][CH2:15]1. (4) The reactants are: [CH:1]([O:4][C:5]1[CH:13]=[CH:12][C:8]([C:9]([O-])=[O:10])=[CH:7][C:6]=1[C:14]([F:17])([F:16])[F:15])([CH3:3])[CH3:2].[H-].[H-].[H-].[H-].[Li+].[Al+3]. Given the product [CH:1]([O:4][C:5]1[CH:13]=[CH:12][C:8]([CH2:9][OH:10])=[CH:7][C:6]=1[C:14]([F:15])([F:16])[F:17])([CH3:3])[CH3:2], predict the reactants needed to synthesize it. (5) Given the product [Cl:23][C:24]1[CH:25]=[C:26]2[N:44]([CH2:45][O:46][CH2:47][CH2:48][Si:49]([CH3:51])([CH3:52])[CH3:50])[C:43]([O:53][C@@H:54]3[CH2:58][O:57][C@H:56]([CH2:59][O:60][Si:61]([C:63]([CH3:66])([CH3:65])[CH3:64])([C:67]([CH3:68])([CH3:69])[CH3:70])[OH:62])[C:55]3=[O:71])=[N:42][C:27]2=[N:28][C:29]=1[C:30]1[CH:35]=[CH:34][C:33]([C:36]2[CH:41]=[CH:40][CH:39]=[CH:38][CH:37]=2)=[CH:32][CH:31]=1, predict the reactants needed to synthesize it. The reactants are: CC(OI1(OC(C)=O)(OC(C)=O)OC(=O)C2C1=CC=CC=2)=O.[Cl:23][C:24]1[CH:25]=[C:26]2[N:44]([CH2:45][O:46][CH2:47][CH2:48][Si:49]([CH3:52])([CH3:51])[CH3:50])[C:43]([O:53][C@@H:54]3[CH2:58][O:57][C@H:56]([CH2:59][O:60][Si:61]([C:67]([CH3:70])([CH3:69])[CH3:68])([C:63]([CH3:66])([CH3:65])[CH3:64])[OH:62])[C@H:55]3[OH:71])=[N:42][C:27]2=[N:28][C:29]=1[C:30]1[CH:35]=[CH:34][C:33]([C:36]2[CH:41]=[CH:40][CH:39]=[CH:38][CH:37]=2)=[CH:32][CH:31]=1. (6) Given the product [Br:24][C:25]1[C:26]([O:37][CH3:38])=[C:27]([C:32]([CH2:35][S:47][C:41]2[CH:42]=[CH:43][C:44]([F:46])=[CH:45][C:40]=2[Br:39])=[CH:33][CH:34]=1)[C:28]([O:30][CH3:31])=[O:29], predict the reactants needed to synthesize it. The reactants are: BrC1C(OC)=C(C=CC=1CSC1C=CC=CC=1C)C(OCC)=O.[Br:24][C:25]1[C:26]([O:37][CH3:38])=[C:27]([C:32]([CH2:35]Br)=[CH:33][CH:34]=1)[C:28]([O:30][CH3:31])=[O:29].[Br:39][C:40]1[CH:45]=[C:44]([F:46])[CH:43]=[CH:42][C:41]=1[SH:47]. (7) Given the product [CH2:1]([O:3][C:4]1[CH:5]=[C:6]([CH:24]=[CH:25][CH:26]=1)[O:7][CH2:8][C:9]1[N:19]([CH2:20][CH:21]([CH3:23])[CH3:22])[C:13]2[CH:14]=[C:15]([OH:18])[CH:16]=[CH:17][C:12]=2[N:11]=1)[CH3:2], predict the reactants needed to synthesize it. The reactants are: [CH2:1]([O:3][C:4]1[CH:5]=[C:6]([CH:24]=[CH:25][CH:26]=1)[O:7][CH2:8][C:9]([NH:11][C:12]1[CH:17]=[CH:16][C:15]([OH:18])=[CH:14][C:13]=1[NH:19][CH2:20][CH:21]([CH3:23])[CH3:22])=O)[CH3:2]. (8) The reactants are: [CH3:1][CH2:2][CH2:3][CH2:4][CH2:5][C:6]1[CH:7]=[C:8]([OH:23])[C:9]2[C@@H:15]3[CH:16]=[C:17]([CH3:20])[CH2:18][CH2:19][C@H:14]3[C:13]([CH3:22])([CH3:21])[O:12][C:10]=2[CH:11]=1.[N+](C1C=CC=CC=1S[NH:34][CH2:35][CH2:36][C:37]([O-:39])=[O:38])([O-])=O. Given the product [CH3:1][CH2:2][CH2:3][CH2:4][CH2:5][C:6]1[CH:7]=[C:8]([OH:23])[C:9]2[C@@H:15]3[CH:16]=[C:17]([CH3:20])[CH2:18][CH2:19][C@H:14]3[C:13]([CH3:22])([CH3:21])[O:12][C:10]=2[CH:11]=1.[NH2:34][CH2:35][CH2:36][C:37]([O-:39])=[O:38], predict the reactants needed to synthesize it.